This data is from Reaction yield outcomes from USPTO patents with 853,638 reactions. The task is: Predict the reaction yield, written as a fraction of the theoretical maximum amount of product (1.0 means a 100% yield; for example, 0.34 means a 34% yield). (1) The reactants are ClC(Cl)(O[C:5](=[O:11])OC(Cl)(Cl)Cl)Cl.[CH:13]([N:16]1[C:20]2[N:21]=[C:22]([C:31]3[CH:36]=[CH:35][C:34]([NH2:37])=[CH:33][CH:32]=3)[N:23]=[C:24]([N:25]3[CH2:30][CH2:29][O:28][CH2:27][CH2:26]3)[C:19]=2[N:18]=[N:17]1)([CH3:15])[CH3:14].[NH4+].[Cl-].CC[N:42](CC)CC. The catalyst is C(Cl)Cl. The product is [CH:13]([N:16]1[C:20]2[N:21]=[C:22]([C:31]3[CH:32]=[CH:33][C:34]([NH:37][C:5]([NH2:42])=[O:11])=[CH:35][CH:36]=3)[N:23]=[C:24]([N:25]3[CH2:30][CH2:29][O:28][CH2:27][CH2:26]3)[C:19]=2[N:18]=[N:17]1)([CH3:15])[CH3:14]. The yield is 0.430. (2) The reactants are [Cl:1][C:2]1[C:7]2[O:8][CH2:9][O:10][C:6]=2[CH:5]=[C:4]([CH:11]([C:14](=O)[C:15]([F:18])([F:17])[F:16])[C:12]#[N:13])[CH:3]=1.O=P(Cl)(Cl)[Cl:22].C(N(CC)CC)C. The catalyst is O. The product is [Cl:22][C:14]([C:15]([F:18])([F:17])[F:16])=[C:11]([C:4]1[CH:3]=[C:2]([Cl:1])[C:7]2[O:8][CH2:9][O:10][C:6]=2[CH:5]=1)[C:12]#[N:13]. The yield is 0.800. (3) The reactants are [C:1]([C:4]1[CH:9]=[CH:8][C:7]([S:10]([NH:13][C:14]([CH3:17])([CH3:16])[CH3:15])(=[O:12])=[O:11])=[C:6]([Cl:18])[C:5]=1[Cl:19])(=[O:3])[CH3:2].[C:20](OCC)(=[O:26])[C:21]([O:23][CH2:24][CH3:25])=[O:22]. The catalyst is CCO. The product is [C:14]([NH:13][S:10]([C:7]1[CH:8]=[CH:9][C:4]([C:1](=[O:3])[CH2:2][C:20](=[O:26])[C:21]([O:23][CH2:24][CH3:25])=[O:22])=[C:5]([Cl:19])[C:6]=1[Cl:18])(=[O:12])=[O:11])([CH3:15])([CH3:17])[CH3:16]. The yield is 0.890. (4) The reactants are [CH3:1][C:2]1[O:6][N:5]=[C:4]([C:7]([OH:9])=O)[CH:3]=1.C1CCC(N=C=NC2CCCCC2)CC1.[C:25]([O:28][C@H:29]([C:32]#[C:33][C:34]#[C:35][C@H:36]([NH2:46])[CH2:37][CH2:38][CH2:39][CH2:40][CH2:41][CH2:42][CH2:43][CH2:44][CH3:45])[CH:30]=[CH2:31])(=[O:27])[CH3:26]. The catalyst is C(Cl)Cl.CN(C1C=CN=CC=1)C. The product is [C:25]([O:28][C@H:29]([C:32]#[C:33][C:34]#[C:35][C@H:36]([NH:46][C:7]([C:4]1[CH:3]=[C:2]([CH3:1])[O:6][N:5]=1)=[O:9])[CH2:37][CH2:38][CH2:39][CH2:40][CH2:41][CH2:42][CH2:43][CH2:44][CH3:45])[CH:30]=[CH2:31])(=[O:27])[CH3:26]. The yield is 0.212.